This data is from Peptide-MHC class I binding affinity with 185,985 pairs from IEDB/IMGT. The task is: Regression. Given a peptide amino acid sequence and an MHC pseudo amino acid sequence, predict their binding affinity value. This is MHC class I binding data. (1) The peptide sequence is MLMNHVANF. The MHC is HLA-A32:01 with pseudo-sequence HLA-A32:01. The binding affinity (normalized) is 0.805. (2) The peptide sequence is YTYPIAHTA. The MHC is HLA-A02:03 with pseudo-sequence HLA-A02:03. The binding affinity (normalized) is 0.936.